Dataset: Catalyst prediction with 721,799 reactions and 888 catalyst types from USPTO. Task: Predict which catalyst facilitates the given reaction. (1) Reactant: [CH:1]1([CH2:4][OH:5])[CH2:3][CH2:2]1.[H-].[Na+].Cl[C:9]1[N:14]=[CH:13][C:12]2[N:15]=[C:16]([C:26]3[CH:27]=[C:28]([CH3:34])[C:29](=[O:33])[N:30]([CH3:32])[CH:31]=3)[N:17]([CH:18]([C:20]3[CH:25]=[CH:24][CH:23]=[CH:22][N:21]=3)[CH3:19])[C:11]=2[CH:10]=1.C1C=CC(P(C2C(C3C(P(C4C=CC=CC=4)C4C=CC=CC=4)=CC=C4C=3C=CC=C4)=C3C(C=CC=C3)=CC=2)C2C=CC=CC=2)=CC=1. Product: [CH:1]1([CH2:4][O:5][C:9]2[N:14]=[CH:13][C:12]3[N:15]=[C:16]([C:26]4[CH:27]=[C:28]([CH3:34])[C:29](=[O:33])[N:30]([CH3:32])[CH:31]=4)[N:17]([CH:18]([C:20]4[CH:25]=[CH:24][CH:23]=[CH:22][N:21]=4)[CH3:19])[C:11]=3[CH:10]=2)[CH2:3][CH2:2]1. The catalyst class is: 101. (2) Reactant: [N:1]([C@@H:4]([CH3:19])[CH2:5][N:6]1[C:14]2[C:9](=[CH:10][CH:11]=[C:12]3[O:18][CH2:17][CH:16]=[CH:15][C:13]3=2)[CH:8]=[N:7]1)=[N+]=[N-].[H-].[Al+3].[Li+].[H-].[H-].[H-].[OH-].[K+]. Product: [CH3:19][C@H:4]([NH2:1])[CH2:5][N:6]1[C:14]2[C:9](=[CH:10][CH:11]=[C:12]3[O:18][CH2:17][CH:16]=[CH:15][C:13]3=2)[CH:8]=[N:7]1. The catalyst class is: 1. (3) Reactant: [C:1]([O:5][C:6]([N:8]1[CH2:13][CH2:12][CH:11]([CH:14]2[CH2:19][CH2:18][N:17]([C:20]3[CH:25]=[CH:24][C:23]([N+:26]([O-])=O)=[C:22]([O:29][CH3:30])[CH:21]=3)[CH2:16][CH2:15]2)[CH2:10][CH2:9]1)=[O:7])([CH3:4])([CH3:3])[CH3:2].Cl.C(OCC)(=O)C. Product: [C:1]([O:5][C:6]([N:8]1[CH2:13][CH2:12][CH:11]([CH:14]2[CH2:19][CH2:18][N:17]([C:20]3[CH:25]=[CH:24][C:23]([NH2:26])=[C:22]([O:29][CH3:30])[CH:21]=3)[CH2:16][CH2:15]2)[CH2:10][CH2:9]1)=[O:7])([CH3:4])([CH3:3])[CH3:2]. The catalyst class is: 186. (4) Reactant: Cl[C:2]1[N:10]=[CH:9][N:8]=[C:7]2[C:3]=1[N:4]=[CH:5][N:6]2[CH:11]1[CH2:15][CH2:14][CH2:13][O:12]1.ClC1N=CN=C2C=1NC=N2.[OH:26][C:27]1[CH:28]=[C:29]([CH:32]=[CH:33][CH:34]=1)[CH2:30][NH2:31].C(N(C(C)C)C(C)C)C. Product: [OH:26][C:27]1[CH:28]=[C:29]([CH:32]=[CH:33][CH:34]=1)[CH2:30][NH:31][C:2]1[N:10]=[CH:9][N:8]=[C:7]2[C:3]=1[N:4]=[CH:5][N:6]2[CH:11]1[CH2:15][CH2:14][CH2:13][O:12]1. The catalyst class is: 259. (5) Reactant: [Cl:1][C:2]1[S:6][C:5]([C:7]([NH:9][CH2:10][C:11]2[N:12]=[CH:13][N:14]([C:16]3[CH:21]=[CH:20][C:19](I)=[CH:18][CH:17]=3)[CH:15]=2)=[O:8])=[CH:4][CH:3]=1.[NH:23]1[CH:30]=[CH:29][C:27]([NH2:28])=[N:26][C:24]1=[O:25].OC1C=CC=C2C=1N=CC=C2.C([O-])([O-])=O.[K+].[K+]. Product: [NH2:28][C:27]1[CH:29]=[CH:30][N:23]([C:19]2[CH:20]=[CH:21][C:16]([N:14]3[CH:15]=[C:11]([CH2:10][NH:9][C:7]([C:5]4[S:6][C:2]([Cl:1])=[CH:3][CH:4]=4)=[O:8])[N:12]=[CH:13]3)=[CH:17][CH:18]=2)[C:24](=[O:25])[N:26]=1. The catalyst class is: 156. (6) Reactant: C(=O)([O-])[O-].[K+].[K+].Cl.[N:8]1([C:14]2[C:18]3[CH:19]=[CH:20][CH:21]=[CH:22][C:17]=3[S:16][N:15]=2)[CH2:13][CH2:12][NH:11][CH2:10][CH2:9]1.[I-].[K+].Cl[CH2:26][CH2:27][O:28][C:29]1[CH:34]=[CH:33][C:32]([N+:35]([O-:37])=[O:36])=[CH:31][CH:30]=1. Product: [N+:35]([C:32]1[CH:33]=[CH:34][C:29]([O:28][CH2:27][CH2:26][N:11]2[CH2:12][CH2:13][N:8]([C:14]3[C:18]4[CH:19]=[CH:20][CH:21]=[CH:22][C:17]=4[S:16][N:15]=3)[CH2:9][CH2:10]2)=[CH:30][CH:31]=1)([O-:37])=[O:36]. The catalyst class is: 10.